Dataset: Forward reaction prediction with 1.9M reactions from USPTO patents (1976-2016). Task: Predict the product of the given reaction. (1) The product is: [OH:11][C:10]1[C:9]2[C:4](=[CH:5][C:6]([O:16][CH3:17])=[C:7]([C:13]([NH2:15])=[O:14])[CH:8]=2)[CH:3]=[C:1]([NH:18][C:19]2[CH:23]=[C:22]([CH3:24])[NH:21][N:20]=2)[N:2]=1. Given the reactants [C:1]([CH2:3][C:4]1[C:9]([C:10](O)=[O:11])=[CH:8][C:7]([C:13]([NH2:15])=[O:14])=[C:6]([O:16][CH3:17])[CH:5]=1)#[N:2].[NH2:18][C:19]1[CH:23]=[C:22]([CH3:24])[NH:21][N:20]=1, predict the reaction product. (2) Given the reactants [N+:1]([C:4]1[CH:11]=[CH:10][C:7]([CH2:8]Br)=[CH:6][CH:5]=1)([O-:3])=[O:2].[CH2:12]([SH:28])[CH2:13][CH2:14][CH2:15][CH2:16][CH2:17][CH2:18][CH2:19][CH2:20][CH2:21][CH2:22][CH2:23][CH2:24][CH2:25][CH2:26][CH3:27].[O-]CC.[Na+].C(Br)C1C=CC=CC=1, predict the reaction product. The product is: [CH2:12]([S:28][CH2:8][C:7]1[CH:10]=[CH:11][C:4]([N+:1]([O-:3])=[O:2])=[CH:5][CH:6]=1)[CH2:13][CH2:14][CH2:15][CH2:16][CH2:17][CH2:18][CH2:19][CH2:20][CH2:21][CH2:22][CH2:23][CH2:24][CH2:25][CH2:26][CH3:27].